This data is from Catalyst prediction with 721,799 reactions and 888 catalyst types from USPTO. The task is: Predict which catalyst facilitates the given reaction. (1) The catalyst class is: 5. Reactant: [Cl:1][C:2]1[CH:7]=[CH:6][C:5]([C:8]([N:13]2[C:21]3[C:16](=[C:17]([NH:22][C:23](=[O:29])[O:24][C:25]([CH3:28])([CH3:27])[CH3:26])[CH:18]=[CH:19][CH:20]=3)[CH:15]=[CH:14]2)([CH2:11][CH3:12])[CH:9]=O)=[CH:4][CH:3]=1.[N+](=[C:32](P(=O)(OC)OC)C(=O)C)=[N-]. Product: [Cl:1][C:2]1[CH:7]=[CH:6][C:5]([C:8]([N:13]2[C:21]3[C:16](=[C:17]([NH:22][C:23](=[O:29])[O:24][C:25]([CH3:28])([CH3:27])[CH3:26])[CH:18]=[CH:19][CH:20]=3)[CH:15]=[CH:14]2)([CH2:11][CH3:12])[C:9]#[CH:32])=[CH:4][CH:3]=1. (2) Reactant: CCN(C(C)C)C(C)C.[NH:10]1[C:14]([C:15]2[CH:23]=[CH:22][C:18]([C:19]([OH:21])=O)=[CH:17][CH:16]=2)=[N:13][N:12]=[N:11]1.C1C=CC2N(O)N=NC=2C=1.CCN=C=NCCCN(C)C.Cl.[NH2:46][CH2:47][C:48]([N:50]1[CH2:55][CH2:54][N:53]([C:56](=[O:68])[C:57]2[CH:62]=[C:61]([F:63])[CH:60]=[CH:59][C:58]=2[C:64]([F:67])([F:66])[F:65])[CH2:52][CH2:51]1)=[O:49].FC1C=CC(C(F)(F)F)=C(C=1)C(O)=O. Product: [F:63][C:61]1[CH:60]=[CH:59][C:58]([C:64]([F:66])([F:65])[F:67])=[C:57]([CH:62]=1)[C:56]([N:53]1[CH2:54][CH2:55][N:50]([C:48](=[O:49])[CH2:47][NH:46][C:19](=[O:21])[C:18]2[CH:17]=[CH:16][C:15]([C:14]3[NH:10][N:11]=[N:12][N:13]=3)=[CH:23][CH:22]=2)[CH2:51][CH2:52]1)=[O:68]. The catalyst class is: 18. (3) Reactant: [NH2:1][C:2]1[CH:3]=[C:4]([CH:7]=[CH:8][CH:9]=1)[CH2:5][OH:6].Cl[C:11]([O:13][CH2:14][CH2:15][O:16][CH3:17])=[O:12].C(OCC)(=O)C. Product: [CH3:17][O:16][CH2:15][CH2:14][O:13][C:11]([NH:1][C:2]1[CH:3]=[C:4]([CH:7]=[CH:8][CH:9]=1)[CH2:5][OH:6])=[O:12]. The catalyst class is: 7. (4) Product: [F:8][C:9]([F:18])([F:19])[C:10]1[CH:17]=[CH:16][C:13]([CH:14]=[N:7][S@@:5]([C:2]([CH3:4])([CH3:3])[CH3:1])=[O:6])=[CH:12][CH:11]=1. The catalyst class is: 2. Reactant: [CH3:1][C:2]([S@:5]([NH2:7])=[O:6])([CH3:4])[CH3:3].[F:8][C:9]([F:19])([F:18])[C:10]1[CH:17]=[CH:16][C:13]([CH:14]=O)=[CH:12][CH:11]=1. (5) Reactant: [CH:1]([C:4]1[N:8]=[C:7]([CH2:9][N:10]2C(=O)C3C(=CC=CC=3)C2=O)[O:6][N:5]=1)([CH3:3])[CH3:2].O.NN. Product: [CH:1]([C:4]1[N:8]=[C:7]([CH2:9][NH2:10])[O:6][N:5]=1)([CH3:3])[CH3:2]. The catalyst class is: 8.